Dataset: Forward reaction prediction with 1.9M reactions from USPTO patents (1976-2016). Task: Predict the product of the given reaction. (1) The product is: [NH2:15][C:12]1[CH:13]=[CH:14][C:9]([O:8][C:5]2[CH:6]=[CH:7][C:2]([Cl:1])=[C:3]([NH:18][C:19](=[O:24])[C:20]([F:23])([F:21])[F:22])[CH:4]=2)=[N:10][CH:11]=1. Given the reactants [Cl:1][C:2]1[CH:7]=[CH:6][C:5]([O:8][C:9]2[CH:14]=[CH:13][C:12]([N+:15]([O-])=O)=[CH:11][N:10]=2)=[CH:4][C:3]=1[NH:18][C:19](=[O:24])[C:20]([F:23])([F:22])[F:21], predict the reaction product. (2) The product is: [CH3:26][O:25][C:23]([C:22]1[N:11]([C:12]2[CH:17]=[CH:16][CH:15]=[CH:14][C:13]=2[C:18]([F:20])([F:21])[F:19])[S:10](=[O:28])(=[O:27])[C:5]2[CH:6]=[CH:7][CH:8]=[CH:9][C:4]=2[C:3]=1[OH:2])=[O:24]. Given the reactants C[O:2][C:3](=O)[C:4]1[CH:9]=[CH:8][CH:7]=[CH:6][C:5]=1[S:10](=[O:28])(=[O:27])[N:11]([CH2:22][C:23]([O:25][CH3:26])=[O:24])[C:12]1[CH:17]=[CH:16][CH:15]=[CH:14][C:13]=1[C:18]([F:21])([F:20])[F:19].CCN(CC)CC.CCOCC.Cl, predict the reaction product. (3) The product is: [C:15]([C:14]1[CH:13]=[C:12]([C:5]2[C:4]3[C:9](=[CH:10][CH:11]=[C:2]([C:50]4[CH:51]=[C:52]([S:56]([NH2:59])(=[O:58])=[O:57])[CH:53]=[N:54][CH:55]=4)[CH:3]=3)[N:8]=[CH:7][N:6]=2)[CH:19]=[CH:18][CH:17]=1)#[N:16]. Given the reactants Br[C:2]1[CH:3]=[C:4]2[C:9](=[CH:10][CH:11]=1)[N:8]=[CH:7][N:6]=[C:5]2[C:12]1[CH:13]=[C:14]([CH:17]=[CH:18][CH:19]=1)[C:15]#[N:16].B1(B2OC(C)(C)C(C)(C)O2)OC(C)(C)C(C)(C)O1.CC([O-])=O.[K+].C([O-])([O-])=O.[K+].[K+].Br[C:50]1[CH:51]=[C:52]([S:56]([NH2:59])(=[O:58])=[O:57])[CH:53]=[N:54][CH:55]=1, predict the reaction product. (4) The product is: [O:11]=[C:12]1[N:16]([C:20]([O:22][C:23]([CH3:26])([CH3:25])[CH3:24])=[O:21])[C@H:15]([C:1]([O:5][CH2:6][CH3:7])=[O:8])[CH2:14][CH2:13]1. Given the reactants [CH:1]([O:8]CC)([O:5][CH2:6][CH3:7])OCC.[O:11]=[C:12]1[NH:16][C@H:15](C(O)=O)[CH2:14][CH2:13]1.[C:20](O[C:20]([O:22][C:23]([CH3:26])([CH3:25])[CH3:24])=[O:21])([O:22][C:23]([CH3:26])([CH3:25])[CH3:24])=[O:21], predict the reaction product. (5) Given the reactants [C:1]([C:3]1[CH:8]=[CH:7][CH:6]=[CH:5][C:4]=1[C:9]1[CH:14]=[CH:13][C:12]([CH2:15][C:16]2[C:17](=[O:44])[N:18]([C@H:28]3[CH2:33][CH2:32][C@H:31]([O:34][CH:35]([CH2:41][CH2:42][OH:43])[C:36]([O:38][CH2:39][CH3:40])=[O:37])[CH2:30][CH2:29]3)[C:19]3[N:20]([N:25]=[CH:26][N:27]=3)[C:21]=2[CH2:22][CH2:23][CH3:24])=[CH:11][CH:10]=1)#[N:2].[CH3:45][C:46]1[CH:51]=[CH:50][C:49]([S:52](Cl)(=[O:54])=[O:53])=[CH:48][CH:47]=1.Cl, predict the reaction product. The product is: [C:1]([C:3]1[CH:8]=[CH:7][CH:6]=[CH:5][C:4]=1[C:9]1[CH:14]=[CH:13][C:12]([CH2:15][C:16]2[C:17](=[O:44])[N:18]([C@H:28]3[CH2:33][CH2:32][C@H:31]([O:34][CH:35]([CH2:41][CH2:42][O:43][S:52]([C:49]4[CH:50]=[CH:51][C:46]([CH3:45])=[CH:47][CH:48]=4)(=[O:54])=[O:53])[C:36]([O:38][CH2:39][CH3:40])=[O:37])[CH2:30][CH2:29]3)[C:19]3[N:20]([N:25]=[CH:26][N:27]=3)[C:21]=2[CH2:22][CH2:23][CH3:24])=[CH:11][CH:10]=1)#[N:2]. (6) Given the reactants [Br:1][C:2]1[C:3]([C:23]([CH3:31])([CH3:30])[O:24][SiH2:25][C:26]([CH3:29])([CH3:28])[CH3:27])=[C:4]([N:8]2[CH:17](O)[CH2:16][C:15]3[C:10](=[CH:11][CH:12]=[C:13]([CH:19]4[CH2:21][CH2:20]4)[CH:14]=3)[C:9]2=[O:22])[CH:5]=[CH:6][CH:7]=1.C(N(CC)CC)C.CS(Cl)(=O)=O, predict the reaction product. The product is: [Br:1][C:2]1[C:3]([C:23]([CH3:31])([CH3:30])[O:24][SiH2:25][C:26]([CH3:29])([CH3:28])[CH3:27])=[C:4]([N:8]2[CH:17]=[CH:16][C:15]3[C:10](=[CH:11][CH:12]=[C:13]([CH:19]4[CH2:20][CH2:21]4)[CH:14]=3)[C:9]2=[O:22])[CH:5]=[CH:6][CH:7]=1. (7) Given the reactants [CH3:1][C:2]([C:5]1[CH:26]=[CH:25][C:8]2[CH:9]=[C:10]([C:20]([O:22]CC)=[O:21])[CH:11]([C:13]([F:19])([F:18])[C:14]([F:17])([F:16])[F:15])[O:12][C:7]=2[CH:6]=1)([CH3:4])[CH3:3].[OH-].[Na+], predict the reaction product. The product is: [CH3:4][C:2]([C:5]1[CH:26]=[CH:25][C:8]2[CH:9]=[C:10]([C:20]([OH:22])=[O:21])[CH:11]([C:13]([F:18])([F:19])[C:14]([F:17])([F:16])[F:15])[O:12][C:7]=2[CH:6]=1)([CH3:1])[CH3:3].